This data is from Full USPTO retrosynthesis dataset with 1.9M reactions from patents (1976-2016). The task is: Predict the reactants needed to synthesize the given product. (1) Given the product [Br:14][C:15]1[CH:16]=[C:17]2[C:22](=[CH:23][C:24]=1[CH2:25][N:26]1[CH2:27][CH2:28][N:29]([CH2:7][C:8]([F:9])([F:10])[F:11])[CH2:30][CH2:31]1)[N:21]=[CH:20][N:19]([CH2:32][C:33]1[CH:38]=[C:37]([Cl:39])[CH:36]=[CH:35][C:34]=1[S:40]([CH2:43][CH3:44])(=[O:41])=[O:42])[C:18]2=[O:45], predict the reactants needed to synthesize it. The reactants are: FC(F)(F)S(O[CH2:7][C:8]([F:11])([F:10])[F:9])(=O)=O.[Br:14][C:15]1[CH:16]=[C:17]2[C:22](=[CH:23][C:24]=1[CH2:25][N:26]1[CH2:31][CH2:30][NH:29][CH2:28][CH2:27]1)[N:21]=[CH:20][N:19]([CH2:32][C:33]1[CH:38]=[C:37]([Cl:39])[CH:36]=[CH:35][C:34]=1[S:40]([CH2:43][CH3:44])(=[O:42])=[O:41])[C:18]2=[O:45].CCN(C(C)C)C(C)C.O. (2) Given the product [Cl:1][C:2]1[C:7]([O:8][CH3:9])=[CH:6][CH:5]=[CH:4][C:3]=1[C@@H:10]1[C:16]2[CH:17]=[C:18]([CH3:21])[CH:19]=[CH:20][C:15]=2[N:14]2[C:22]([C:25]([F:28])([F:26])[F:27])=[N:23][N:24]=[C:13]2[C@@H:12]([CH2:29][C:30]([OH:32])=[O:31])[O:11]1, predict the reactants needed to synthesize it. The reactants are: [Cl:1][C:2]1[C:7]([O:8][CH3:9])=[CH:6][CH:5]=[CH:4][C:3]=1[C@@H:10]1[C:16]2[CH:17]=[C:18]([CH3:21])[CH:19]=[CH:20][C:15]=2[N:14]2[C:22]([C:25]([F:28])([F:27])[F:26])=[N:23][N:24]=[C:13]2[C@@H:12]([CH2:29][C:30]([O:32]CC)=[O:31])[O:11]1.Cl. (3) Given the product [Br:14][C:10]1[C:9]2[C:4](=[CH:5][CH:6]=[C:7]([CH3:12])[CH:8]=2)[C:3](=[O:13])[N:2]([CH3:1])[CH:11]=1, predict the reactants needed to synthesize it. The reactants are: [CH3:1][N:2]1[CH:11]=[CH:10][C:9]2[C:4](=[CH:5][CH:6]=[C:7]([CH3:12])[CH:8]=2)[C:3]1=[O:13].[Br:14]Br. (4) Given the product [Br:33][CH2:2][C:3]1[CH:8]=[CH:7][C:6]([S:9]([NH2:12])(=[O:11])=[O:10])=[CH:5][CH:4]=1, predict the reactants needed to synthesize it. The reactants are: O[CH2:2][C:3]1[CH:8]=[CH:7][C:6]([S:9]([NH2:12])(=[O:11])=[O:10])=[CH:5][CH:4]=1.C1(P(C2C=CC=CC=2)C2C=CC=CC=2)C=CC=CC=1.C(Br)(Br)(Br)[Br:33]. (5) Given the product [CH3:1][C:2]1[CH:11]=[CH:10][CH:9]=[CH:8][C:3]=1[CH2:4][NH:5][C:6]([N:20]1[C:21](=[O:22])[C:16]2[C:17](=[N:18][C:13]([Cl:12])=[CH:14][C:15]=2[CH3:23])[NH:19]1)=[O:7], predict the reactants needed to synthesize it. The reactants are: [CH3:1][C:2]1[CH:11]=[CH:10][CH:9]=[CH:8][C:3]=1[CH2:4][N:5]=[C:6]=[O:7].[Cl:12][C:13]1[N:18]=[C:17]2[NH:19][N:20]=[C:21]([OH:22])[C:16]2=[C:15]([CH3:23])[CH:14]=1. (6) Given the product [CH:16]1([C:13]2[CH:12]=[C:11]([NH:10][C:4]3[C:5](=[O:9])[N:6]([CH3:8])[CH:7]=[C:2]([B:22]([OH:23])[OH:21])[CH:3]=3)[NH:15][N:14]=2)[CH2:18][CH2:17]1, predict the reactants needed to synthesize it. The reactants are: Br[C:2]1[CH:3]=[C:4]([NH:10][C:11]2[NH:15][N:14]=[C:13]([CH:16]3[CH2:18][CH2:17]3)[CH:12]=2)[C:5](=[O:9])[N:6]([CH3:8])[CH:7]=1.CC1(C)C(C)(C)[O:23][B:22](B2OC(C)(C)C(C)(C)O2)[O:21]1.C([O-])(=O)C.[K+].